From a dataset of Full USPTO retrosynthesis dataset with 1.9M reactions from patents (1976-2016). Predict the reactants needed to synthesize the given product. (1) Given the product [CH2:1]([N:8]([CH2:17][C:18]1[CH:19]=[CH:20][CH:21]=[CH:22][CH:23]=1)[C:9]1[CH:10]=[CH:11][C:12]([CH2:15][N:25]([CH3:24])[CH2:26][CH2:27][OH:28])=[N:13][CH:14]=1)[C:2]1[CH:7]=[CH:6][CH:5]=[CH:4][CH:3]=1, predict the reactants needed to synthesize it. The reactants are: [CH2:1]([N:8]([CH2:17][C:18]1[CH:23]=[CH:22][CH:21]=[CH:20][CH:19]=1)[C:9]1[CH:10]=[CH:11][C:12]([CH:15]=O)=[N:13][CH:14]=1)[C:2]1[CH:7]=[CH:6][CH:5]=[CH:4][CH:3]=1.[CH3:24][NH:25][CH2:26][CH2:27][OH:28].[BH-](OC(C)=O)(OC(C)=O)OC(C)=O.[Na+].C([O-])(O)=O.[Na+]. (2) Given the product [Cl:1][C:2]1[CH:7]=[CH:6][C:5]([C:8](=[N:13][NH:12][C:14]([O:16][CH2:17][CH3:18])=[O:15])[CH2:9][OH:10])=[CH:4][CH:3]=1, predict the reactants needed to synthesize it. The reactants are: [Cl:1][C:2]1[CH:7]=[CH:6][C:5]([C:8](=O)[CH2:9][OH:10])=[CH:4][CH:3]=1.[NH:12]([C:14]([O:16][CH2:17][CH3:18])=[O:15])[NH2:13]. (3) Given the product [F:21][CH:11]1[CH:12]([N:15]2[CH2:16][CH2:17][O:18][CH2:19][CH2:20]2)[CH2:13][CH2:14][NH:9][CH2:10]1, predict the reactants needed to synthesize it. The reactants are: Cl.C(OC([N:9]1[CH2:14][CH2:13][CH:12]([N:15]2[CH2:20][CH2:19][O:18][CH2:17][CH2:16]2)[CH:11]([F:21])[CH2:10]1)=O)(C)(C)C.